From a dataset of Catalyst prediction with 721,799 reactions and 888 catalyst types from USPTO. Predict which catalyst facilitates the given reaction. (1) Reactant: [CH2:1]([C:3]1[N:4]([C:28]2[CH:33]=[CH:32][C:31]([OH:34])=[CH:30][CH:29]=2)[C:5](=[O:27])[C:6]([CH2:12][C:13]2[CH:18]=[CH:17][C:16]([C:19]3[C:20]([C:25]#[N:26])=[CH:21][CH:22]=[CH:23][CH:24]=3)=[CH:15][CH:14]=2)=[C:7]([CH2:9][CH2:10][CH3:11])[N:8]=1)[CH3:2].[CH3:35][C:36]1([OH:43])[CH2:41][CH2:40][CH:39](O)[CH2:38][CH2:37]1.C1(P(C2C=CC=CC=2)C2C=CC=CC=2)C=CC=CC=1.[N:64]([C:65]([O:67]C(C)C)=[O:66])=[N:64][C:65]([O:67]C(C)C)=[O:66]. Product: [CH2:1]([C:3]1[N:4]([C:28]2[CH:33]=[CH:32][C:31]([O:34][CH:39]3[CH2:40][CH2:41][C:36]([OH:43])([CH3:35])[CH2:37][CH2:38]3)=[CH:30][CH:29]=2)[C:5](=[O:27])[C:6]([CH2:12][C:13]2[CH:18]=[CH:17][C:16]([C:19]3[CH:24]=[CH:23][CH:22]=[CH:21][C:20]=3[C:25]3[NH:64][C:65](=[O:66])[O:67][N:26]=3)=[CH:15][CH:14]=2)=[C:7]([CH2:9][CH2:10][CH3:11])[N:8]=1)[CH3:2]. The catalyst class is: 253. (2) The catalyst class is: 161. Product: [NH2:1][C:4]1[CH:9]=[CH:8][CH:7]=[C:6]([CH3:10])[C:5]=1[NH:11][C:12]1[N:13]=[CH:14][C:15]2[CH:21]=[C:20]([C:22]3[C:23]([Cl:33])=[C:24]([O:31][CH3:32])[CH:25]=[C:26]([O:29][CH3:30])[C:27]=3[Cl:28])[C:19](=[O:34])[N:18]([CH3:35])[C:16]=2[N:17]=1. Reactant: [N+:1]([C:4]1[CH:9]=[CH:8][CH:7]=[C:6]([CH3:10])[C:5]=1[NH:11][C:12]1[N:13]=[CH:14][C:15]2[CH:21]=[C:20]([C:22]3[C:27]([Cl:28])=[C:26]([O:29][CH3:30])[CH:25]=[C:24]([O:31][CH3:32])[C:23]=3[Cl:33])[C:19](=[O:34])[N:18]([CH3:35])[C:16]=2[N:17]=1)([O-])=O.O.[Sn](Cl)Cl.C(=O)(O)[O-].[Na+]. (3) Reactant: [CH2:1]([NH2:8])[C:2]1[CH:7]=[CH:6][CH:5]=[CH:4][CH:3]=1.C(N(CC)CC)C.Cl[S:17]([C:20]1[CH:29]=[CH:28][CH:27]=[CH:26][C:21]=1[C:22]([O:24][CH3:25])=[O:23])(=[O:19])=[O:18]. Product: [CH2:1]([NH:8][S:17]([C:20]1[CH:29]=[CH:28][CH:27]=[CH:26][C:21]=1[C:22]([O:24][CH3:25])=[O:23])(=[O:19])=[O:18])[C:2]1[CH:7]=[CH:6][CH:5]=[CH:4][CH:3]=1. The catalyst class is: 2. (4) Reactant: [CH:1]1([NH:6][C:7]2[N:12]=[C:11]([C:13]3[C:14]([C:24]4[CH:29]=[CH:28][C:27]([F:30])=[CH:26][CH:25]=4)=[N:15][N:16]4[C:21]=3[CH:20]=[CH:19][N:18]=[C:17]4SC)[CH:10]=[CH:9][N:8]=2)[CH2:5][CH2:4][CH2:3][CH2:2]1.ClC1C=C(C=CC=1)C(OO)=O.[NH:42]1[CH2:46][CH2:45][CH2:44][CH2:43]1. Product: [CH:1]1([NH:6][C:7]2[N:12]=[C:11]([C:13]3[C:14]([C:24]4[CH:29]=[CH:28][C:27]([F:30])=[CH:26][CH:25]=4)=[N:15][N:16]4[C:21]=3[CH:20]=[CH:19][N:18]=[C:17]4[N:42]3[CH2:46][CH2:45][CH2:44][CH2:43]3)[CH:10]=[CH:9][N:8]=2)[CH2:5][CH2:4][CH2:3][CH2:2]1. The catalyst class is: 4. (5) Reactant: FC(F)(F)S(O[C:7]1[CH:16]=[C:15]2[C:10]([CH:11]([C:17]3[CH:22]=[CH:21][C:20]([Cl:23])=[C:19]([Cl:24])[CH:18]=3)[CH2:12][NH:13][CH2:14]2)=[CH:9][CH:8]=1)(=O)=O.[C:27]([C:30]1[CH:35]=[CH:34][C:33](B(O)O)=[CH:32][CH:31]=1)(=[O:29])[NH2:28].C(=O)([O-])[O-].[Cs+].[Cs+]. The catalyst class is: 145. Product: [Cl:24][C:19]1[CH:18]=[C:17]([CH:11]2[C:10]3[C:15](=[CH:16][C:7]([C:33]4[CH:34]=[CH:35][C:30]([C:27]([NH2:28])=[O:29])=[CH:31][CH:32]=4)=[CH:8][CH:9]=3)[CH2:14][NH:13][CH2:12]2)[CH:22]=[CH:21][C:20]=1[Cl:23].